This data is from Forward reaction prediction with 1.9M reactions from USPTO patents (1976-2016). The task is: Predict the product of the given reaction. (1) Given the reactants [F:1][C:2]1[CH:10]=[CH:9][C:5]([CH2:6][C:7]#[N:8])=[CH:4][CH:3]=1.[Cl-].[NH4+].[N-:13]=[N+:14]=[N-:15].[Na+].O, predict the reaction product. The product is: [F:1][C:2]1[CH:10]=[CH:9][C:5]([CH2:6][C:7]2[N:13]=[N:14][NH:15][N:8]=2)=[CH:4][CH:3]=1. (2) Given the reactants [SH2:1].[C:2]([C:4]1[CH:5]=[N:6][CH:7]=[CH:8][C:9]=1[O:10][CH3:11])#[N:3].C(N(CC)CC)C, predict the reaction product. The product is: [CH3:11][O:10][C:9]1[CH:8]=[CH:7][N:6]=[CH:5][C:4]=1[C:2](=[S:1])[NH2:3]. (3) Given the reactants [Br:1][C:2]1[C:3]([Cl:10])=[C:4]([NH2:9])[CH:5]=[CH:6][C:7]=1[F:8].C(N(CC)CC)C.[CH2:18]([S:21](Cl)(=[O:23])=[O:22])[CH2:19][CH3:20].C(=O)(O)[O-].[Na+].C(=O)([O-])[O-].[Na+].[Na+], predict the reaction product. The product is: [Br:1][C:2]1[C:3]([Cl:10])=[C:4]([NH:9][S:21]([CH2:18][CH2:19][CH3:20])(=[O:23])=[O:22])[CH:5]=[CH:6][C:7]=1[F:8]. (4) Given the reactants Br[CH2:2][CH2:3][O:4][CH3:5].[F:6][C:7]1[CH:12]=[C:11]([N+:13]([O-:15])=[O:14])[CH:10]=[CH:9][C:8]=1[N:16]1[CH2:21][CH2:20][NH:19][CH2:18][CH2:17]1.CCN(CC)CC, predict the reaction product. The product is: [F:6][C:7]1[CH:12]=[C:11]([N+:13]([O-:15])=[O:14])[CH:10]=[CH:9][C:8]=1[N:16]1[CH2:21][CH2:20][N:19]([CH2:2][CH2:3][O:4][CH3:5])[CH2:18][CH2:17]1. (5) Given the reactants [H-].[Na+].[Cl:3][C:4]1[CH:5]=[C:6]([CH:8]=[CH:9][CH:10]=1)[NH2:7].Cl[C:12]1[CH:13]=[CH:14][C:15]2[N:16]([C:18]([CH2:21][C:22]3[CH:23]=[C:24]4[C:29](=[CH:30][CH:31]=3)[N:28]=[CH:27][CH:26]=[CH:25]4)=[CH:19][N:20]=2)[N:17]=1, predict the reaction product. The product is: [Cl:3][C:4]1[CH:5]=[C:6]([NH:7][C:12]2[CH:13]=[CH:14][C:15]3[N:16]([C:18]([CH2:21][C:22]4[CH:23]=[C:24]5[C:29](=[CH:30][CH:31]=4)[N:28]=[CH:27][CH:26]=[CH:25]5)=[CH:19][N:20]=3)[N:17]=2)[CH:8]=[CH:9][CH:10]=1. (6) Given the reactants [C:1]1([C:7]2([C:19]3[CH:24]=[CH:23][CH:22]=[CH:21][CH:20]=3)[CH2:11][N:10]([CH:12]3[CH2:17][CH2:16][NH:15][CH2:14][CH2:13]3)[C:9](=[O:18])[NH:8]2)[CH:6]=[CH:5][CH:4]=[CH:3][CH:2]=1.[CH2:25]([O:27][C:28]([NH:30][C:31]1[CH:32]=[C:33]([CH:40]=[CH:41][CH:42]=1)[CH2:34]OS(C)(=O)=O)=[O:29])[CH3:26], predict the reaction product. The product is: [CH2:25]([O:27][C:28](=[O:29])[NH:30][C:31]1[CH:42]=[CH:41][CH:40]=[C:33]([CH2:34][N:15]2[CH2:14][CH2:13][CH:12]([N:10]3[CH2:11][C:7]([C:1]4[CH:2]=[CH:3][CH:4]=[CH:5][CH:6]=4)([C:19]4[CH:20]=[CH:21][CH:22]=[CH:23][CH:24]=4)[NH:8][C:9]3=[O:18])[CH2:17][CH2:16]2)[CH:32]=1)[CH3:26].